From a dataset of Catalyst prediction with 721,799 reactions and 888 catalyst types from USPTO. Predict which catalyst facilitates the given reaction. (1) Reactant: C(OC([NH:8][CH2:9][C:10]([NH:12][C:13]1[CH:14]=[CH:15][C:16]([OH:23])=[C:17]([CH:22]=1)[C:18]([O:20][CH3:21])=[O:19])=[O:11])=O)(C)(C)C. Product: [NH2:8][CH2:9][C:10]([NH:12][C:13]1[CH:14]=[CH:15][C:16]([OH:23])=[C:17]([CH:22]=1)[C:18]([O:20][CH3:21])=[O:19])=[O:11]. The catalyst class is: 157. (2) Reactant: [C:1]([C:4]1[C:9]([C:10]2[CH:15]=[CH:14][CH:13]=[CH:12][CH:11]=2)=[N:8][N:7]([CH2:16][CH3:17])[C:6](=[O:18])[C:5]=1[N+:19]([O-])=O)(=[O:3])[CH3:2].N[C:23]1[CH:24]=[CH:25][CH:26]=[C:27]2[C:32]=1[N:31]=[CH:30][CH:29]=[CH:28]2. Product: [C:1]([C:4]1[C:9]([C:10]2[CH:15]=[CH:14][CH:13]=[CH:12][CH:11]=2)=[N:8][N:7]([CH2:16][CH3:17])[C:6](=[O:18])[C:5]=1[NH:19][C:23]1[CH:24]=[CH:25][CH:26]=[C:27]2[C:32]=1[N:31]=[CH:30][CH:29]=[CH:28]2)(=[O:3])[CH3:2]. The catalyst class is: 8. (3) Reactant: [CH3:1][O:2][C:3]1[CH:4]=[C:5]2[C:9](=[CH:10][CH:11]=1)[N:8]([CH3:12])[CH:7]=[C:6]2[C:13]1[NH:21][C:16]2=[N:17][CH:18]=[CH:19][CH:20]=[C:15]2[CH:14]=1.C[Mg]Br.[F:25][B-](F)(F)F.F[B-](F)(F)F.ClC[N+]12CC[N+](F)(CC1)CC2. Product: [F:25][C:14]1[C:15]2[C:16](=[N:17][CH:18]=[CH:19][CH:20]=2)[NH:21][C:13]=1[C:6]1[C:5]2[C:9](=[CH:10][CH:11]=[C:3]([O:2][CH3:1])[CH:4]=2)[N:8]([CH3:12])[CH:7]=1. The catalyst class is: 7. (4) Reactant: CN[C:3]1[CH:8]=[CH:7][C:6]([N+:9]([O-:11])=[O:10])=[CH:5][CH:4]=1.[N:12]1[CH:17]=[CH:16][CH:15]=[CH:14][CH:13]=1.C1(C(Cl)=[O:22])CC1. Product: [CH3:13][CH:14]1[CH2:15][C:16]1([C:3]1[CH:4]=[CH:5][C:6]([N+:9]([O-:11])=[O:10])=[CH:7][CH:8]=1)[C:17]([NH2:12])=[O:22]. The catalyst class is: 7. (5) Reactant: [C@H:1]1([NH:10][C:11]([C:13]2[CH:18]=[CH:17][CH:16]=[C:15]([C:19]3[C:27]4[C:22](=[CH:23][CH:24]=[C:25]([C:28]5[N:32]=[CH:31][N:30](C(C6C=CC=CC=6)(C6C=CC=CC=6)C6C=CC=CC=6)[N:29]=5)[CH:26]=4)[N:21](C4CCCCO4)[N:20]=3)[CH:14]=2)=[O:12])[C:9]2[C:4](=[CH:5][CH:6]=[CH:7][CH:8]=2)[CH2:3][CH2:2]1.Cl.C(=O)(O)[O-].[Na+]. Product: [NH:29]1[C:28]([C:25]2[CH:26]=[C:27]3[C:22](=[CH:23][CH:24]=2)[NH:21][N:20]=[C:19]3[C:15]2[CH:14]=[C:13]([C:11]([NH:10][C@H:1]3[C:9]4[C:4](=[CH:5][CH:6]=[CH:7][CH:8]=4)[CH2:3][CH2:2]3)=[O:12])[CH:18]=[CH:17][CH:16]=2)=[N:32][CH:31]=[N:30]1. The catalyst class is: 12. (6) Reactant: [C:1]([C:3]1[CH:4]=[C:5]2[N:11]=[C:10]([CH:12]([OH:33])[C:13]3[C:21]([CH:22]4[CH2:24][CH2:23]4)=[CH:20][C:19]([CH3:25])=[C:18]4[C:14]=3[CH:15]=[CH:16][N:17]4[C:26]([O:28][C:29]([CH3:32])([CH3:31])[CH3:30])=[O:27])[N:9]([CH2:34][O:35][CH2:36][CH2:37][Si:38]([CH3:41])([CH3:40])[CH3:39])[C:6]2=[N:7][CH:8]=1)#[N:2]. Product: [C:1]([C:3]1[CH:4]=[C:5]2[N:11]=[C:10]([C:12]([C:13]3[C:21]([CH:22]4[CH2:24][CH2:23]4)=[CH:20][C:19]([CH3:25])=[C:18]4[C:14]=3[CH:15]=[CH:16][N:17]4[C:26]([O:28][C:29]([CH3:30])([CH3:31])[CH3:32])=[O:27])=[O:33])[N:9]([CH2:34][O:35][CH2:36][CH2:37][Si:38]([CH3:39])([CH3:41])[CH3:40])[C:6]2=[N:7][CH:8]=1)#[N:2]. The catalyst class is: 177. (7) Reactant: Br[CH2:2][C:3]1[N:8]=[C:7]([C:9]2[CH:14]=[CH:13][CH:12]=[CH:11][CH:10]=2)[N:6]=[C:5]([C:15]([O:17][CH3:18])=[O:16])[CH:4]=1.CCN(C(C)C)C(C)C.[NH:28]1[CH2:33][CH2:32][O:31][CH2:30][CH2:29]1. Product: [O:31]1[CH2:32][CH2:33][N:28]([CH2:2][C:3]2[N:8]=[C:7]([C:9]3[CH:14]=[CH:13][CH:12]=[CH:11][CH:10]=3)[N:6]=[C:5]([C:15]([O:17][CH3:18])=[O:16])[CH:4]=2)[CH2:29][CH2:30]1. The catalyst class is: 2. (8) Reactant: [O:1]1[C:5]2([CH2:10][CH2:9][C:8](=[O:11])[CH2:7][CH2:6]2)[O:4][CH2:3][CH2:2]1.[BH4-].[Na+].P([O-])([O-])([O-])=O.C(OCC)C. Product: [O:1]1[C:5]2([CH2:10][CH2:9][CH:8]([OH:11])[CH2:7][CH2:6]2)[O:4][CH2:3][CH2:2]1. The catalyst class is: 8.